This data is from Reaction yield outcomes from USPTO patents with 853,638 reactions. The task is: Predict the reaction yield, written as a fraction of the theoretical maximum amount of product (1.0 means a 100% yield; for example, 0.34 means a 34% yield). The reactants are [NH2:1][C:2]1[S:3][CH:4]=[CH:5][C:6]=1[C:7]([C:9]1[CH:14]=[CH:13][CH:12]=[CH:11][CH:10]=1)=[O:8].[Cl:15]N1C(=O)CCC1=O. The product is [NH2:1][C:2]1[S:3][C:4]([Cl:15])=[CH:5][C:6]=1[C:7]([C:9]1[CH:10]=[CH:11][CH:12]=[CH:13][CH:14]=1)=[O:8]. The catalyst is ClCCl. The yield is 0.340.